From a dataset of Forward reaction prediction with 1.9M reactions from USPTO patents (1976-2016). Predict the product of the given reaction. (1) Given the reactants [CH:1]1([N:6]2[CH2:11][CH2:10][N:9]([C:12]([C:14]3[CH:15]=[C:16]4[C:20](=[CH:21][CH:22]=3)[NH:19][C:18]([C:23]([N:25]3[CH2:30][CH2:29][S:28](=[O:32])(=[O:31])[CH2:27][CH2:26]3)=[O:24])=[CH:17]4)=[O:13])[CH2:8][CH2:7]2)[CH2:5][CH2:4][CH2:3][CH2:2]1.[H-].[Na+].Br[CH:36]([CH3:38])[CH3:37], predict the reaction product. The product is: [CH:1]1([N:6]2[CH2:7][CH2:8][N:9]([C:12]([C:14]3[CH:15]=[C:16]4[C:20](=[CH:21][CH:22]=3)[N:19]([CH:36]([CH3:38])[CH3:37])[C:18]([C:23]([N:25]3[CH2:30][CH2:29][S:28](=[O:31])(=[O:32])[CH2:27][CH2:26]3)=[O:24])=[CH:17]4)=[O:13])[CH2:10][CH2:11]2)[CH2:2][CH2:3][CH2:4][CH2:5]1. (2) Given the reactants [CH3:1][C:2]([CH3:31])([CH3:30])[C:3]#[C:4][C:5]1[S:9][C:8]([C:10]([O:12][CH3:13])=[O:11])=[C:7]([N:14]([C@@H:24]([CH3:29])[CH2:25][C:26](O)=[O:27])[C:15]([C@H:17]2[CH2:22][CH2:21][C@H:20]([CH3:23])[CH2:19][CH2:18]2)=[O:16])[CH:6]=1.C(Cl)CCl.C1C=CC2N(O)N=NC=2C=1.[CH2:46]([N:48](CC)[CH2:49]C)C.CNC, predict the reaction product. The product is: [CH3:46][N:48]([CH3:49])[C:26](=[O:27])[CH2:25][C@@H:24]([N:14]([C:7]1[CH:6]=[C:5]([C:4]#[C:3][C:2]([CH3:31])([CH3:30])[CH3:1])[S:9][C:8]=1[C:10]([O:12][CH3:13])=[O:11])[C:15]([C@H:17]1[CH2:22][CH2:21][C@H:20]([CH3:23])[CH2:19][CH2:18]1)=[O:16])[CH3:29]. (3) Given the reactants [F:1][C:2]1[CH:30]=[C:29]([N+:31]([O-])=O)[CH:28]=[CH:27][C:3]=1[O:4][C:5]1[N:10]=[CH:9][N:8]=[C:7]([NH:11][C:12](=[O:26])[N:13]([CH:15]2[CH2:20][CH2:19][N:18]([CH2:21][CH2:22][N:23]([CH3:25])[CH3:24])[CH2:17][CH2:16]2)[CH3:14])[CH:6]=1, predict the reaction product. The product is: [NH2:31][C:29]1[CH:28]=[CH:27][C:3]([O:4][C:5]2[N:10]=[CH:9][N:8]=[C:7]([NH:11][C:12](=[O:26])[N:13]([CH:15]3[CH2:20][CH2:19][N:18]([CH2:21][CH2:22][N:23]([CH3:25])[CH3:24])[CH2:17][CH2:16]3)[CH3:14])[CH:6]=2)=[C:2]([F:1])[CH:30]=1. (4) Given the reactants C([O:3][C:4](=[O:28])[C@:5]([F:27])([CH3:26])[C:6]([NH:8][C@@H:9]1[C:15](=[O:16])[N:14]([CH3:17])[C:13]2[CH:18]=[CH:19][CH:20]=[CH:21][C:12]=2[C:11]2[CH:22]=[CH:23][CH:24]=[CH:25][C:10]1=2)=[O:7])C.O.[OH-].[Li+], predict the reaction product. The product is: [F:27][C@@:5]([CH3:26])([C:6]([NH:8][C@@H:9]1[C:15](=[O:16])[N:14]([CH3:17])[C:13]2[CH:18]=[CH:19][CH:20]=[CH:21][C:12]=2[C:11]2[CH:22]=[CH:23][CH:24]=[CH:25][C:10]1=2)=[O:7])[C:4]([OH:28])=[O:3]. (5) Given the reactants [Cl:1][C:2]1[C:3]([N:34]([CH2:38][CH2:39][CH3:40])[CH2:35][CH2:36][CH3:37])=[N:4][N:5]([C:8]2[CH:16]=[CH:15][C:14]([C:17](=[O:33])[NH:18][S:19]([C:22]3[CH:31]=[CH:30][C:29]4[C:24](=[C:25]([Cl:32])[CH:26]=[CH:27][CH:28]=4)[CH:23]=3)(=[O:21])=[O:20])=[CH:13][C:9]=2[C:10](O)=[O:11])[C:6]=1[CH3:7].[N:41]([CH2:44][C@@H:45]1[CH2:54][C:53]2[C:48](=[CH:49][CH:50]=[CH:51][CH:52]=2)[CH2:47][NH:46]1)=[N+:42]=[N-:43], predict the reaction product. The product is: [N:41]([CH2:44][C@@H:45]1[CH2:54][C:53]2[C:48](=[CH:49][CH:50]=[CH:51][CH:52]=2)[CH2:47][N:46]1[C:10]([C:9]1[CH:13]=[C:14]([CH:15]=[CH:16][C:8]=1[N:5]1[C:6]([CH3:7])=[C:2]([Cl:1])[C:3]([N:34]([CH2:38][CH2:39][CH3:40])[CH2:35][CH2:36][CH3:37])=[N:4]1)[C:17]([NH:18][S:19]([C:22]1[CH:31]=[CH:30][C:29]2[C:24](=[C:25]([Cl:32])[CH:26]=[CH:27][CH:28]=2)[CH:23]=1)(=[O:21])=[O:20])=[O:33])=[O:11])=[N+:42]=[N-:43]. (6) Given the reactants [NH:1]([C:3]([C:5]1[CH:10]=[CH:9][N:8]2[C:11]([C:14]3[CH:15]=[C:16]([NH:20][C:21]([NH:23][CH2:24][C:25]([F:28])([F:27])[F:26])=[O:22])[CH:17]=[CH:18][CH:19]=3)=[CH:12][N:13]=[C:7]2[CH:6]=1)=[O:4])[NH2:2].[OH-].[K+].[C:31](=[S:33])=S.[CH3:34]I, predict the reaction product. The product is: [CH3:34][S:33][C:31]1[O:4][C:3]([C:5]2[CH:10]=[CH:9][N:8]3[C:11]([C:14]4[CH:15]=[C:16]([NH:20][C:21]([NH:23][CH2:24][C:25]([F:28])([F:27])[F:26])=[O:22])[CH:17]=[CH:18][CH:19]=4)=[CH:12][N:13]=[C:7]3[CH:6]=2)=[N:1][N:2]=1. (7) Given the reactants [Mg].Br[C:3]1[CH:8]=[CH:7][C:6]([O:9][CH2:10][CH3:11])=[C:5]([CH3:12])[CH:4]=1.[Br-].[CH3:14][C:15]([C:17]1[CH:22]=[CH:21][CH:20]=[C:19]([Br:23])[CH:18]=1)=O, predict the reaction product. The product is: [Br:23][C:19]1[CH:18]=[C:17]([C:15]([C:3]2[CH:8]=[CH:7][C:6]([O:9][CH2:10][CH3:11])=[C:5]([CH3:12])[CH:4]=2)=[CH2:14])[CH:22]=[CH:21][CH:20]=1. (8) Given the reactants F[C:2]1[CH:7]=[CH:6][CH:5]=[CH:4][C:3]=1[N+:8]([O-:10])=[O:9].[NH2:11][CH2:12][CH2:13][CH2:14][N:15]1[CH2:20][CH2:19][N:18]([CH3:21])[CH2:17][CH2:16]1.C(=O)([O-])[O-].[K+].[K+], predict the reaction product. The product is: [CH3:21][N:18]1[CH2:19][CH2:20][N:15]([CH2:14][CH2:13][CH2:12][NH:11][C:2]2[CH:7]=[CH:6][CH:5]=[CH:4][C:3]=2[N+:8]([O-:10])=[O:9])[CH2:16][CH2:17]1. (9) Given the reactants [C:1]([O:5][C:6]([N:8]([CH:22]([CH3:24])[CH3:23])[CH2:9][CH:10]([C:15]1[CH:20]=[CH:19][C:18]([Cl:21])=[CH:17][CH:16]=1)[C:11]([O:13]C)=[O:12])=[O:7])([CH3:4])([CH3:3])[CH3:2].O([Si](C)(C)C)[K:26], predict the reaction product. The product is: [C:1]([O:5][C:6]([N:8]([CH:22]([CH3:24])[CH3:23])[CH2:9][CH:10]([C:15]1[CH:20]=[CH:19][C:18]([Cl:21])=[CH:17][CH:16]=1)[C:11]([O-:13])=[O:12])=[O:7])([CH3:3])([CH3:4])[CH3:2].[K+:26].